Dataset: CYP2C19 inhibition data for predicting drug metabolism from PubChem BioAssay. Task: Regression/Classification. Given a drug SMILES string, predict its absorption, distribution, metabolism, or excretion properties. Task type varies by dataset: regression for continuous measurements (e.g., permeability, clearance, half-life) or binary classification for categorical outcomes (e.g., BBB penetration, CYP inhibition). Dataset: cyp2c19_veith. (1) The molecule is COC(=O)c1cccc(NC(=O)Nc2ccc(Cl)c(Cl)c2)c1. The result is 1 (inhibitor). (2) The compound is COc1ccc(CNc2ncncc2-c2ccccc2CN(C)C)c(OC)c1. The result is 1 (inhibitor). (3) The molecule is COC(Cc1nnc(SC)n1-c1ccc(Cl)cc1)OC. The result is 0 (non-inhibitor).